This data is from Forward reaction prediction with 1.9M reactions from USPTO patents (1976-2016). The task is: Predict the product of the given reaction. (1) Given the reactants [CH3:1][O:2][C:3]1[CH:8]=[CH:7][C:6]([N:9]=[C:10]=[O:11])=[CH:5][CH:4]=1.[CH2:12]([N:19]1[C:23]2([CH2:28][CH2:27][NH:26][CH2:25][CH2:24]2)[NH:22][CH:21]([CH2:29][C:30]2[CH:35]=[CH:34][CH:33]=[CH:32][CH:31]=2)[C:20]1=[O:36])[C:13]1[CH:18]=[CH:17][CH:16]=[CH:15][CH:14]=1, predict the reaction product. The product is: [CH3:1][O:2][C:3]1[CH:4]=[CH:5][C:6]([NH:9][C:10]([N:26]2[CH2:27][CH2:28][C:23]3([N:19]([CH2:12][C:13]4[CH:18]=[CH:17][CH:16]=[CH:15][CH:14]=4)[C:20](=[O:36])[CH:21]([CH2:29][C:30]4[CH:35]=[CH:34][CH:33]=[CH:32][CH:31]=4)[NH:22]3)[CH2:24][CH2:25]2)=[O:11])=[CH:7][CH:8]=1. (2) Given the reactants [CH2:1]([C:5]1[CH:6]=[C:7]2[C:12](=[C:13]([N:15]3[CH2:20][CH2:19][N:18]([C:21](=O)[CH2:22][C:23]4[CH:28]=[CH:27][C:26]([O:29][CH2:30][CH2:31][CH2:32][N:33]5[CH2:39][CH2:38][CH2:37][CH2:36][CH2:35][CH2:34]5)=[CH:25][CH:24]=4)[CH2:17][CH2:16]3)[CH:14]=1)[N:11]=[C:10]([CH2:41][CH2:42][C:43]([O:45]C)=[O:44])[CH:9]=[CH:8]2)[CH2:2][CH2:3][CH3:4].C1([SiH2]C2C=CC=CC=2)C=CC=CC=1, predict the reaction product. The product is: [CH:43]([OH:45])=[O:44].[CH2:1]([C:5]1[CH:6]=[C:7]2[C:12](=[C:13]([N:15]3[CH2:16][CH2:17][N:18]([CH2:21][CH2:22][C:23]4[CH:28]=[CH:27][C:26]([O:29][CH2:30][CH2:31][CH2:32][N:33]5[CH2:39][CH2:38][CH2:37][CH2:36][CH2:35][CH2:34]5)=[CH:25][CH:24]=4)[CH2:19][CH2:20]3)[CH:14]=1)[N:11]=[C:10]([CH2:41][CH2:42][C:43]([OH:45])=[O:44])[CH:9]=[CH:8]2)[CH2:2][CH2:3][CH3:4]. (3) Given the reactants C1(P([C:14]2[CH:19]=CC=CC=2)C2C=CC=CC=2)C=CC=CC=1.[CH2:20]([O:27][C:28]1[CH:33]=[CH:32][C:31]([OH:34])=[CH:30][CH:29]=1)[C:21]1[CH:26]=[CH:25][CH:24]=[CH:23][CH:22]=1.[CH3:35][CH2:36][O:37]C(/N=N/C(OCC)=O)=O, predict the reaction product. The product is: [CH2:36]([O:37][CH2:19][CH2:14][O:34][C:31]1[CH:30]=[CH:29][C:28]([O:27][CH2:20][C:21]2[CH:22]=[CH:23][CH:24]=[CH:25][CH:26]=2)=[CH:33][CH:32]=1)[CH3:35]. (4) Given the reactants CC1(C)[NH:7][C:6]2[CH:8]=[C:9]([C:11]3[CH:12]=[N:13][NH:14][C:15]=3[CH3:16])[S:10][C:5]=2[C:4](=[O:17])[NH:3]1.Cl.C([O-])(O)=O.[Na+], predict the reaction product. The product is: [NH2:7][C:6]1[CH:8]=[C:9]([C:11]2[CH:12]=[N:13][NH:14][C:15]=2[CH3:16])[S:10][C:5]=1[C:4]([NH2:3])=[O:17].